Dataset: Forward reaction prediction with 1.9M reactions from USPTO patents (1976-2016). Task: Predict the product of the given reaction. (1) Given the reactants [N+:1]([C:4]1[C:5](Cl)=[N:6][CH:7]=[CH:8][CH:9]=1)([O-:3])=[O:2].NC(N)=[S:13].[OH-].[K+], predict the reaction product. The product is: [SH:13][C:5]1[C:4]([N+:1]([O-:3])=[O:2])=[CH:9][CH:8]=[CH:7][N:6]=1. (2) Given the reactants [CH3:1][O:2][CH:3]([O:19][CH3:20])[C@@:4]1([CH3:18])[C@H:9]2[O:10][C@H:8]2[C:7]2[CH:11]=[C:12]([N+:15]([O-:17])=[O:16])[CH:13]=[CH:14][C:6]=2[O:5]1.[Cl:21][C:22]1[CH:27]=[CH:26][C:25]([NH:28][CH2:29][C:30]2[NH:31][CH:32]=[CH:33][N:34]=2)=[CH:24][CH:23]=1, predict the reaction product. The product is: [CH3:1][O:2][CH:3]([O:19][CH3:20])[C@@:4]1([CH3:18])[C@@H:9]([OH:10])[C@H:8]([N:28]([C:25]2[CH:26]=[CH:27][C:22]([Cl:21])=[CH:23][CH:24]=2)[CH2:29][C:30]2[NH:31][CH:32]=[CH:33][N:34]=2)[C:7]2[CH:11]=[C:12]([N+:15]([O-:17])=[O:16])[CH:13]=[CH:14][C:6]=2[O:5]1. (3) Given the reactants N[C:2]1[CH:11]=[CH:10][CH:9]=[C:8]2[C:3]=1[C:4](O)([C:13]([F:16])([F:15])[F:14])[CH2:5][C:6](=[O:12])[NH:7]2.N([O-])=[O:19].[Na+], predict the reaction product. The product is: [OH:19][C:2]1[CH:11]=[CH:10][CH:9]=[C:8]2[C:3]=1[C:4]([C:13]([F:16])([F:15])[F:14])=[CH:5][C:6](=[O:12])[NH:7]2. (4) Given the reactants [OH:1][C:2]1[CH:3]=[C:4]([NH:8]C2N=C([NH:8][C:4]3[CH:5]=[CH:6][CH:7]=[C:2]([OH:1])[CH:3]=3)C(F)=CN=2)[CH:5]=[CH:6][CH:7]=1.Cl[C:25]1[N:30]=[C:29](Cl)[C:28]([N+:32]([O-:34])=[O:33])=[C:27]([C:35]([O:37][CH2:38][CH3:39])=[O:36])[N:26]=1.[NH2:40][C:41]1[CH:42]=[C:43]([OH:47])[CH:44]=[CH:45][CH:46]=1, predict the reaction product. The product is: [OH:1][C:2]1[CH:3]=[C:4]([NH:8][C:25]2[N:30]=[C:29]([NH:40][C:41]3[CH:46]=[CH:45][CH:44]=[C:43]([OH:47])[CH:42]=3)[C:28]([N+:32]([O-:34])=[O:33])=[C:27]([C:35]([O:37][CH2:38][CH3:39])=[O:36])[N:26]=2)[CH:5]=[CH:6][CH:7]=1. (5) The product is: [CH3:42][C:30]1[CH:29]=[C:28]([NH:27][C:20]2[C:19]3[C:24](=[CH:25][CH:26]=[C:17]([NH:16][C:12]4[O:13][CH:14]5[CH2:15][NH:8][CH2:9][CH:10]5[N:11]=4)[CH:18]=3)[N:23]=[CH:22][N:21]=2)[CH:33]=[CH:32][C:31]=1[O:34][C:35]1[CH:36]=[N:37][C:38]([CH3:41])=[CH:39][CH:40]=1. Given the reactants C(OC([N:8]1[CH2:15][CH:14]2[CH:10]([N:11]=[C:12]([NH:16][C:17]3[CH:18]=[C:19]4[C:24](=[CH:25][CH:26]=3)[N:23]=[CH:22][N:21]=[C:20]4[NH:27][C:28]3[CH:33]=[CH:32][C:31]([O:34][C:35]4[CH:36]=[N:37][C:38]([CH3:41])=[CH:39][CH:40]=4)=[C:30]([CH3:42])[CH:29]=3)[O:13]2)[CH2:9]1)=O)(C)(C)C.C(O)(C(F)(F)F)=O, predict the reaction product. (6) Given the reactants [CH3:1][C:2]12[CH2:12][CH:6]3[CH2:7][C:8]([CH3:11])([CH2:10][C:4](O)([CH2:5]3)[CH2:3]1)[CH2:9]2.[C:14](#[N:16])[CH3:15].C1(C)C=CC=CC=1.C1(C)C=CC(S(O)(=O)=[O:31])=CC=1, predict the reaction product. The product is: [C:14]([NH:16][C:4]12[CH2:10][C:8]3([CH3:11])[CH2:7][CH:6]([CH2:12][C:2]([CH3:1])([CH2:9]3)[CH2:3]1)[CH2:5]2)(=[O:31])[CH3:15]. (7) Given the reactants [CH3:1][O:2][C:3]1[CH:8]=[CH:7][C:6]([C:9]2[C:17]3[C:16]([NH:18][C:19]4[CH:20]=[C:21]([CH:26]=[CH:27][CH:28]=4)[O:22][CH2:23][C:24]#[N:25])=[N:15][CH:14]=[N:13][C:12]=3[O:11][C:10]=2[C:29]2[CH:34]=[CH:33][CH:32]=[CH:31][CH:30]=2)=[CH:5][CH:4]=1.C[Si]([N:39]=[N+:40]=[N-:41])(C)C.C([Sn](=O)CCCC)CCC, predict the reaction product. The product is: [CH3:1][O:2][C:3]1[CH:4]=[CH:5][C:6]([C:9]2[C:17]3[C:16]([NH:18][C:19]4[CH:28]=[CH:27][CH:26]=[C:21]([O:22][CH2:23][C:24]5[NH:41][N:40]=[N:39][N:25]=5)[CH:20]=4)=[N:15][CH:14]=[N:13][C:12]=3[O:11][C:10]=2[C:29]2[CH:34]=[CH:33][CH:32]=[CH:31][CH:30]=2)=[CH:7][CH:8]=1. (8) Given the reactants C1CCC(CO[C:9]2[C:14]3[NH:15][CH:16]=[N:17][C:13]=3[N:12]=[C:11](F)[N:10]=2)CC1.CCCCO.NC1C=CC=CC=1.FC(F)(F)C(O)=O, predict the reaction product. The product is: [N:10]1[CH:9]=[C:14]2[C:13]([N:17]=[CH:16][NH:15]2)=[N:12][CH:11]=1.